From a dataset of Reaction yield outcomes from USPTO patents with 853,638 reactions. Predict the reaction yield, written as a fraction of the theoretical maximum amount of product (1.0 means a 100% yield; for example, 0.34 means a 34% yield). The reactants are [CH3:1][N:2]1[CH:7]=[C:6]([C:8]2[CH:13]=[C:12]([S:14]([CH3:17])(=[O:16])=[O:15])[CH:11]=[CH:10][C:9]=2[NH:18][CH:19]2[CH2:24][CH2:23][N:22](C(OC(C)(C)C)=O)[CH2:21][CH2:20]2)[C:5]2[CH:32]=[CH:33][NH:34][C:4]=2[C:3]1=[O:35].FC(F)(F)C(O)=O.C(=O)([O-])[O-].[Na+].[Na+]. The catalyst is ClCCl. The product is [CH3:1][N:2]1[CH:7]=[C:6]([C:8]2[CH:13]=[C:12]([S:14]([CH3:17])(=[O:15])=[O:16])[CH:11]=[CH:10][C:9]=2[NH:18][CH:19]2[CH2:20][CH2:21][NH:22][CH2:23][CH2:24]2)[C:5]2[CH:32]=[CH:33][NH:34][C:4]=2[C:3]1=[O:35]. The yield is 0.820.